Dataset: Peptide-MHC class I binding affinity with 185,985 pairs from IEDB/IMGT. Task: Regression. Given a peptide amino acid sequence and an MHC pseudo amino acid sequence, predict their binding affinity value. This is MHC class I binding data. (1) The binding affinity (normalized) is 0.606. The MHC is HLA-B38:01 with pseudo-sequence HLA-B38:01. The peptide sequence is NHINVWLSL. (2) The peptide sequence is SIPTAGLVAV. The MHC is HLA-A02:06 with pseudo-sequence HLA-A02:06. The binding affinity (normalized) is 0.968.